Dataset: Reaction yield outcomes from USPTO patents with 853,638 reactions. Task: Predict the reaction yield, written as a fraction of the theoretical maximum amount of product (1.0 means a 100% yield; for example, 0.34 means a 34% yield). (1) The reactants are [CH3:1][C:2]([O:5][C@H:6]([CH3:44])[C@@H:7]([C:40]([O:42][CH3:43])=[O:41])[NH:8][C:9]([C:11]1[CH:16]=[CH:15][C:14]([C:17]2[CH:22]=[CH:21][C:20]([F:23])=[C:19]([F:24])[CH:18]=2)=[CH:13][C:12]=1[NH:25][C:26]([NH:28][C:29]1[C:34]([CH3:35])=[CH:33][C:32]([CH2:36][CH:37]=[CH2:38])=[CH:31][C:30]=1[CH3:39])=[O:27])=[O:10])([CH3:4])[CH3:3].[H][H]. The yield is 0.910. The catalyst is C(OCC)(=O)C.[Pd]. The product is [CH3:1][C:2]([O:5][C@H:6]([CH3:44])[C@@H:7]([C:40]([O:42][CH3:43])=[O:41])[NH:8][C:9]([C:11]1[CH:16]=[CH:15][C:14]([C:17]2[CH:22]=[CH:21][C:20]([F:23])=[C:19]([F:24])[CH:18]=2)=[CH:13][C:12]=1[NH:25][C:26]([NH:28][C:29]1[C:34]([CH3:35])=[CH:33][C:32]([CH2:36][CH2:37][CH3:38])=[CH:31][C:30]=1[CH3:39])=[O:27])=[O:10])([CH3:3])[CH3:4]. (2) The reactants are [C:1]([C:3]1[CH:4]=[CH:5][C:6]2[N:7]([N:9]=[CH:10][N:11]=2)[CH:8]=1)#[CH:2].CN(CCN(C)C)C.Br[C:21]1[CH:26]=[CH:25][CH:24]=[C:23]([CH3:27])[N:22]=1. The catalyst is C1COCC1.[Pd].C1(P(C2C=CC=CC=2)C2C=CC=CC=2)C=CC=CC=1.C1(P(C2C=CC=CC=2)C2C=CC=CC=2)C=CC=CC=1.C1(P(C2C=CC=CC=2)C2C=CC=CC=2)C=CC=CC=1.C1(P(C2C=CC=CC=2)C2C=CC=CC=2)C=CC=CC=1.[Cu](I)I. The product is [CH3:27][C:23]1[N:22]=[C:21]([C:2]#[C:1][C:3]2[CH:4]=[CH:5][C:6]3[N:7]([N:9]=[CH:10][N:11]=3)[CH:8]=2)[CH:26]=[CH:25][CH:24]=1. The yield is 0.340.